This data is from Forward reaction prediction with 1.9M reactions from USPTO patents (1976-2016). The task is: Predict the product of the given reaction. (1) Given the reactants Cl.[NH2:2][C@H:3]1[CH2:6][C@H:5]([N:7]2[C:11]3=[N:12][CH:13]=[C:14]([F:16])[CH:15]=[C:10]3[N:9]([CH3:17])[C:8]2=[O:18])[CH2:4]1.Cl[C:20]1[S:21][C:22]2[CH:28]=[C:27]([F:29])[CH:26]=[CH:25][C:23]=2[N:24]=1.C(N(CC)C(C)C)(C)C, predict the reaction product. The product is: [F:16][C:14]1[CH:15]=[C:10]2[N:9]([CH3:17])[C:8](=[O:18])[N:7]([C@H:5]3[CH2:6][C@H:3]([NH:2][C:20]4[S:21][C:22]5[CH:28]=[C:27]([F:29])[CH:26]=[CH:25][C:23]=5[N:24]=4)[CH2:4]3)[C:11]2=[N:12][CH:13]=1. (2) Given the reactants [CH3:1][N:2]1[C:6]2=[N:7][CH:8]=[CH:9][CH:10]=[C:5]2[N:4]=[C:3]1S(C)(=O)=O.[Br:15][C:16]1[CH:21]=[CH:20][C:19]([OH:22])=[C:18]([F:23])[CH:17]=1.[H-].[Na+], predict the reaction product. The product is: [Br:15][C:16]1[CH:21]=[CH:20][C:19]([O:22][C:3]2[N:2]([CH3:1])[C:6]3=[N:7][CH:8]=[CH:9][CH:10]=[C:5]3[N:4]=2)=[C:18]([F:23])[CH:17]=1. (3) Given the reactants [CH3:1][N:2]1[C:6]([OH:7])=[CH:5][C:4]([C:8]([F:11])([F:10])[F:9])=[N:3]1.[O:12](S(C(F)(F)F)(=O)=O)[S:13]([C:16]([F:19])([F:18])[F:17])(=O)=[O:14].O, predict the reaction product. The product is: [CH3:1][N:2]1[C:6]([O:7][S:13]([C:16]([F:19])([F:18])[F:17])(=[O:14])=[O:12])=[CH:5][C:4]([C:8]([F:9])([F:10])[F:11])=[N:3]1. (4) The product is: [CH3:24][O:25][C:1]([C:3]1([C:13]2[CH:18]=[CH:17][CH:16]=[CH:15][CH:14]=2)[CH2:8][CH2:7][CH:6]([NH:9][CH2:10][CH2:11][NH2:12])[CH2:5][CH2:4]1)=[O:20]. Given the reactants [C:1]([C:3]1([C:13]2[CH:18]=[CH:17][CH:16]=[CH:15][CH:14]=2)[CH2:8][CH2:7][CH:6]([NH:9][CH2:10][CH2:11][NH2:12])[CH2:5][CH2:4]1)#N.S(=O)(=O)(O)[OH:20].[CH3:24][OH:25], predict the reaction product.